From a dataset of Full USPTO retrosynthesis dataset with 1.9M reactions from patents (1976-2016). Predict the reactants needed to synthesize the given product. (1) Given the product [O:2]([C:9]1[CH:10]=[CH:11][C:12]([CH2:13][NH:14][C:31](=[O:32])[CH2:30][CH2:29][C:21]2[CH:22]=[CH:23][C:24]([O:25][CH2:26][C:27]#[CH:28])=[C:19]([O:18][CH3:17])[CH:20]=2)=[CH:15][CH:16]=1)[C:3]1[CH:4]=[CH:5][CH:6]=[CH:7][CH:8]=1, predict the reactants needed to synthesize it. The reactants are: Cl.[O:2]([C:9]1[CH:16]=[CH:15][C:12]([CH2:13][NH2:14])=[CH:11][CH:10]=1)[C:3]1[CH:8]=[CH:7][CH:6]=[CH:5][CH:4]=1.[CH3:17][O:18][C:19]1[CH:20]=[C:21]([CH2:29][CH2:30][C:31](O)=[O:32])[CH:22]=[CH:23][C:24]=1[O:25][CH2:26][C:27]#[CH:28].CCN=C=NCCCN(C)C.N1C=CC=CC=1. (2) Given the product [OH:37][C@@H:35]([C:24]1[N:23]([C@H:20]2[CH2:21][CH2:22][C@H:17]([CH2:16][NH:15][C:46](=[O:47])[O:48][CH3:49])[CH2:18][CH2:19]2)[C:27]2=[C:28]3[S:34][CH:33]=[CH:32][C:29]3=[N:30][CH:31]=[C:26]2[N:25]=1)[CH3:36], predict the reactants needed to synthesize it. The reactants are: FC(F)(F)C(O)=O.FC(F)(F)C(O)=O.[NH2:15][CH2:16][C@H:17]1[CH2:22][CH2:21][C@H:20]([N:23]2[C:27]3=[C:28]4[S:34][CH:33]=[CH:32][C:29]4=[N:30][CH:31]=[C:26]3[N:25]=[C:24]2[C@H:35]([OH:37])[CH3:36])[CH2:19][CH2:18]1.C(N(CC)CC)C.Cl[C:46]([O:48][CH3:49])=[O:47]. (3) Given the product [F:37][C:34]1[CH:35]=[CH:36][C:31]([CH2:30][CH2:29][N:7]2[C:15]3[C:10](=[CH:11][C:12]([CH:16]4[C:21]5=[N:22][S:23](=[O:27])(=[O:26])[CH2:24][CH2:25][N:20]5[CH2:19][CH2:18][CH2:17]4)=[CH:13][CH:14]=3)[CH:9]=[CH:8]2)=[CH:32][CH:33]=1, predict the reactants needed to synthesize it. The reactants are: C(=O)([O-])[O-].[Cs+].[Cs+].[NH:7]1[C:15]2[C:10](=[CH:11][C:12]([C:16]3[C:21]4=[N:22][S:23](=[O:27])(=[O:26])[CH2:24][CH2:25][N:20]4[CH:19]=[CH:18][CH:17]=3)=[CH:13][CH:14]=2)[CH:9]=[CH:8]1.Br[CH2:29][CH2:30][C:31]1[CH:36]=[CH:35][C:34]([F:37])=[CH:33][CH:32]=1.O. (4) Given the product [C:17]([OH:21])(=[O:20])[CH:18]=[CH2:19].[NH2:3][C:2]([O:42][CH2:41][CH3:36])=[O:1], predict the reactants needed to synthesize it. The reactants are: [O:1]=[C:2]=[N:3]C1CC(C)(C)CC(C)(CN=C=O)C1.[C:17]([O:21]CCO)(=[O:20])[CH:18]=[CH2:19].COC1C=CC(O)=CC=1.OC[C:36]([CH2:41][OH:42])(CO)CO.C([O-])(=O)CCCCCCCCCCC.C([O-])(=O)CCCCCCCCCCC.C([Sn+2]CCCC)CCC.